From a dataset of Full USPTO retrosynthesis dataset with 1.9M reactions from patents (1976-2016). Predict the reactants needed to synthesize the given product. Given the product [Si:7]([O:6][CH2:5][CH2:4][CH2:3][CH2:2][NH2:1])([C:10]([CH3:13])([CH3:12])[CH3:11])([CH3:9])[CH3:8], predict the reactants needed to synthesize it. The reactants are: [NH2:1][CH2:2][CH2:3][CH2:4][CH2:5][OH:6].[Si:7](Cl)([C:10]([CH3:13])([CH3:12])[CH3:11])([CH3:9])[CH3:8].N1C=CN=C1.